Dataset: Peptide-MHC class II binding affinity with 134,281 pairs from IEDB. Task: Regression. Given a peptide amino acid sequence and an MHC pseudo amino acid sequence, predict their binding affinity value. This is MHC class II binding data. (1) The peptide sequence is EVIPTAFSIGKTYKP. The MHC is DRB1_1302 with pseudo-sequence DRB1_1302. The binding affinity (normalized) is 0.268. (2) The peptide sequence is GRSEFAYGSFVRTVS. The MHC is HLA-DPA10201-DPB10101 with pseudo-sequence HLA-DPA10201-DPB10101. The binding affinity (normalized) is 0.882.